Dataset: Catalyst prediction with 721,799 reactions and 888 catalyst types from USPTO. Task: Predict which catalyst facilitates the given reaction. (1) Reactant: C1CN([P+](ON2N=NC3C=CC=CC2=3)(N2CCCC2)N2CCCC2)CC1.F[P-](F)(F)(F)(F)F.[C:34]([N:41]1[CH2:48][CH2:47][CH2:46][C@H:42]1[C:43]([OH:45])=O)([O:36][C:37]([CH3:40])([CH3:39])[CH3:38])=[O:35].[C:49]([NH:57][NH2:58])(=[O:56])[C:50]1[CH:55]=[CH:54][CH:53]=[CH:52][CH:51]=1.CCN(C(C)C)C(C)C. Product: [C:49]([NH:57][NH:58][C:43]([C@@H:42]1[CH2:46][CH2:47][CH2:48][N:41]1[C:34]([O:36][C:37]([CH3:38])([CH3:39])[CH3:40])=[O:35])=[O:45])(=[O:56])[C:50]1[CH:55]=[CH:54][CH:53]=[CH:52][CH:51]=1. The catalyst class is: 2. (2) Product: [IH:34].[NH2:10][CH2:11][CH:12]1[CH2:17][CH2:16][CH2:15][CH:14]([N:18]2[C:27]3[C:22](=[CH:23][CH:24]=[N:25][CH:26]=3)[C:21]3=[N:28][O:29][C:30]([CH3:31])=[C:20]3[C:19]2=[O:32])[CH2:13]1. The catalyst class is: 4. Reactant: C(OC(=O)[NH:10][CH2:11][CH:12]1[CH2:17][CH2:16][CH2:15][CH:14]([N:18]2[C:27]3[C:22](=[CH:23][CH:24]=[N:25][CH:26]=3)[C:21]3=[N:28][O:29][C:30]([CH3:31])=[C:20]3[C:19]2=[O:32])[CH2:13]1)C1C=CC=CC=1.[I:34][Si](C)(C)C. (3) Reactant: [Cl:1][C:2]1[CH:3]=[N:4][C:5](I)=[N:6][CH:7]=1.[C:9]([C@H:12]1[CH2:17][CH2:16][C@H:15]([C:18]([O:20][CH3:21])=[O:19])[CH2:14][CH2:13]1)(=[O:11])[CH3:10].C([Li])CCC. Product: [Cl:1][C:2]1[CH:3]=[N:4][C:5]([C:9]([C@H:12]2[CH2:17][CH2:16][C@H:15]([C:18]([O:20][CH3:21])=[O:19])[CH2:14][CH2:13]2)([OH:11])[CH3:10])=[N:6][CH:7]=1. The catalyst class is: 1. (4) Reactant: [C:1]([N:4]1[C:12]2[C:7](=[CH:8][C:9]([C:13]([OH:15])=[O:14])=[CH:10][CH:11]=2)[CH2:6][CH2:5]1)(=[O:3])[CH3:2].ClC1C(=O)C(C#N)=C(C#N)C(=O)C=1Cl. Product: [C:1]([N:4]1[C:12]2[C:7](=[CH:8][C:9]([C:13]([OH:15])=[O:14])=[CH:10][CH:11]=2)[CH:6]=[CH:5]1)(=[O:3])[CH3:2]. The catalyst class is: 12.